The task is: Predict which catalyst facilitates the given reaction.. This data is from Catalyst prediction with 721,799 reactions and 888 catalyst types from USPTO. (1) Product: [C:18]([O:17][C:15]([NH:14][C:11]12[CH2:13][C:7]([C:5]([OH:6])=[O:4])([CH2:12]1)[CH2:8][CH2:9][CH2:10]2)=[O:16])([CH3:21])([CH3:19])[CH3:20]. Reactant: [Li+].[OH-].C[O:4][C:5]([C:7]12[CH2:13][C:11]([NH:14][C:15]([O:17][C:18]([CH3:21])([CH3:20])[CH3:19])=[O:16])([CH2:12]1)[CH2:10][CH2:9][CH2:8]2)=[O:6]. The catalyst class is: 5. (2) Reactant: [CH2:1]([O:3][C:4]1[CH:27]=[CH:26][C:7]([CH2:8][CH:9]2[S:13][C:12](=[O:14])[N:11]([CH2:15][CH2:16][NH:17]C(=O)OC(C)(C)C)[C:10]2=[O:25])=[CH:6][CH:5]=1)[CH3:2]. Product: [NH2:17][CH2:16][CH2:15][N:11]1[C:10](=[O:25])[CH:9]([CH2:8][C:7]2[CH:26]=[CH:27][C:4]([O:3][CH2:1][CH3:2])=[CH:5][CH:6]=2)[S:13][C:12]1=[O:14]. The catalyst class is: 631.